Dataset: Catalyst prediction with 721,799 reactions and 888 catalyst types from USPTO. Task: Predict which catalyst facilitates the given reaction. Reactant: [CH3:1][O:2][C:3]1[CH:4]=[C:5]([CH:9]=[CH:10][CH:11]=1)[CH2:6][CH2:7][NH2:8].[CH:12]1([C:18](O)=[O:19])[CH2:17][CH2:16][CH2:15][CH2:14][CH2:13]1.O.ON1C2C=CC=CC=2N=N1.Cl.CN(C)CCCN=C=NCC. Product: [CH3:1][O:2][C:3]1[CH:4]=[C:5]([CH2:6][CH2:7][NH:8][C:18]([CH:12]2[CH2:17][CH2:16][CH2:15][CH2:14][CH2:13]2)=[O:19])[CH:9]=[CH:10][CH:11]=1. The catalyst class is: 2.